From a dataset of Full USPTO retrosynthesis dataset with 1.9M reactions from patents (1976-2016). Predict the reactants needed to synthesize the given product. (1) Given the product [CH:43]1([NH:38][C:39]([NH:11][C:12]2[CH:36]=[CH:35][C:15]([O:16][C:17]3[CH:22]=[CH:21][N:20]=[C:19]4[CH:23]=[C:24]([C:26]([N:28]5[CH2:29][CH2:30][N:31]([CH3:34])[CH2:32][CH2:33]5)=[O:27])[S:25][C:18]=34)=[C:14]([F:37])[CH:13]=2)=[O:7])[CH2:41][CH2:42]1, predict the reactants needed to synthesize it. The reactants are: C1([O:7]C(Cl)=O)C=CC=CC=1.[NH2:11][C:12]1[CH:36]=[CH:35][C:15]([O:16][C:17]2[CH:22]=[CH:21][N:20]=[C:19]3[CH:23]=[C:24]([C:26]([N:28]4[CH2:33][CH2:32][N:31]([CH3:34])[CH2:30][CH2:29]4)=[O:27])[S:25][C:18]=23)=[C:14]([F:37])[CH:13]=1.[N:38]1[CH:43]=[CH:42][CH:41]=C[CH:39]=1.C1(N)CC1. (2) Given the product [I:97][C:98]1[CH:99]=[C:100]([CH:108]=[CH:109][CH:110]=1)[CH2:101][N:102]1[CH2:103][CH2:104][O:105][CH2:106][CH2:107]1.[ClH:46].[ClH:46].[CH3:14][C:15]1[CH:20]=[CH:19][N:18]=[C:17]([NH:21][C:22]2[CH:27]=[CH:26][CH:25]=[C:24]([C:28]3[O:32][C:31]([C:33]4[CH:38]=[CH:37][CH:36]=[C:35]([CH2:39][N:40]5[CH2:45][CH2:44][O:43][CH2:42][CH2:41]5)[CH:34]=4)=[N:30][CH:29]=3)[N:23]=2)[CH:16]=1, predict the reactants needed to synthesize it. The reactants are: IC1C=C(C=CC=1)CN1CCCC1.[CH3:14][C:15]1[CH:20]=[CH:19][N:18]=[C:17]([NH:21][C:22]2[CH:27]=[CH:26][CH:25]=[C:24]([C:28]3[O:32][C:31]([C:33]4[CH:38]=[CH:37][CH:36]=[C:35]([CH2:39][N:40]5[CH2:45][CH2:44][O:43][CH2:42][CH2:41]5)[CH:34]=4)=[N:30][CH:29]=3)[N:23]=2)[CH:16]=1.[ClH:46].CC1C=CN=C(NC2C=CC=C(C3OC(C4C=CC=C(CN5CCCC5)C=4)=NC=3)N=2)C=1.CC1C=CN=C(NC2C=CC=C(C3OC=NC=3)N=2)C=1.[I:97][C:98]1[CH:99]=[C:100]([CH:108]=[CH:109][CH:110]=1)[CH2:101][N:102]1[CH2:107][CH2:106][O:105][CH2:104][CH2:103]1.O(C(C)(C)C)[Li]. (3) The reactants are: [CH2:1]([NH:5][C@H:6]1[C:14]2[C:9](=[CH:10][CH:11]=[C:12]([C:15]([O:17][CH3:18])=[O:16])[CH:13]=2)[CH2:8][CH2:7]1)[CH:2]([CH3:4])[CH3:3].[Cl:19][C:20]1[CH:28]=[CH:27][CH:26]=[CH:25][C:21]=1[C:22](Cl)=[O:23]. Given the product [Cl:19][C:20]1[CH:28]=[CH:27][CH:26]=[CH:25][C:21]=1[C:22]([N:5]([C@H:6]1[C:14]2[C:9](=[CH:10][CH:11]=[C:12]([C:15]([O:17][CH3:18])=[O:16])[CH:13]=2)[CH2:8][CH2:7]1)[CH2:1][CH:2]([CH3:4])[CH3:3])=[O:23], predict the reactants needed to synthesize it. (4) Given the product [CH3:10][O:9][C:3]1[CH:4]=[C:5]([NH:8][C:17]([CH:16]2[O:11][C:12]3[CH:23]=[CH:22][CH:21]=[CH:20][C:13]=3[O:14][CH2:15]2)=[O:19])[CH:6]=[N:7][C:2]=1[C:32]1[CH:33]=[N:34][NH:35][CH:36]=1, predict the reactants needed to synthesize it. The reactants are: Cl[C:2]1[N:7]=[CH:6][C:5]([NH2:8])=[CH:4][C:3]=1[O:9][CH3:10].[O:11]1[CH:16]([C:17]([OH:19])=O)[CH2:15][O:14][C:13]2[CH:20]=[CH:21][CH:22]=[CH:23][C:12]1=2.CC1(C)C(C)(C)OB([C:32]2[CH:33]=[N:34][NH:35][CH:36]=2)O1. (5) Given the product [Cl:1][C:2]1[C:7]([CH3:8])=[CH:6][CH:5]=[CH:4][C:3]=1[N:9]1[CH2:10][CH2:11][N:12]([CH2:15][CH2:16][CH2:17][CH2:18][CH2:19][C:20]2[N:29]=[C:28]3[C:23]([CH2:24][CH2:25][C:26](=[O:30])[NH:27]3)=[CH:22][CH:21]=2)[CH2:13][CH2:14]1, predict the reactants needed to synthesize it. The reactants are: [Cl:1][C:2]1[C:7]([CH3:8])=[CH:6][CH:5]=[CH:4][C:3]=1[N:9]1[CH2:14][CH2:13][N:12]([CH2:15][CH2:16][CH2:17][CH:18]=[CH:19][C:20]2[N:29]=[C:28]3[C:23]([CH2:24][CH2:25][C:26](=[O:30])[NH:27]3)=[CH:22][CH:21]=2)[CH2:11][CH2:10]1. (6) Given the product [OH:34][CH2:33][CH:28]([NH:27][C:24]([C:7]1[N:8]([CH2:12][C:13]2[CH:18]=[CH:17][CH:16]=[C:15]([O:19][C:20]([F:21])([F:23])[F:22])[CH:14]=2)[C:9]2[C:5]([CH:6]=1)=[CH:4][C:3]([C:1]#[N:2])=[CH:11][CH:10]=2)=[O:26])[CH2:29][CH2:30][S:31][CH3:32], predict the reactants needed to synthesize it. The reactants are: [C:1]([C:3]1[CH:4]=[C:5]2[C:9](=[CH:10][CH:11]=1)[N:8]([CH2:12][C:13]1[CH:18]=[CH:17][CH:16]=[C:15]([O:19][C:20]([F:23])([F:22])[F:21])[CH:14]=1)[C:7]([C:24]([OH:26])=O)=[CH:6]2)#[N:2].[NH2:27][C@H:28]([CH2:33][OH:34])[CH2:29][CH2:30][S:31][CH3:32].